This data is from Full USPTO retrosynthesis dataset with 1.9M reactions from patents (1976-2016). The task is: Predict the reactants needed to synthesize the given product. (1) Given the product [N+:8]([C:5]1[N:6]=[CH:7][C:2]([N:18]2[CH2:21][CH:20]([OH:22])[CH2:19]2)=[CH:3][CH:4]=1)([O-:10])=[O:9], predict the reactants needed to synthesize it. The reactants are: F[C:2]1[CH:3]=[CH:4][C:5]([N+:8]([O-:10])=[O:9])=[N:6][CH:7]=1.C([O-])([O-])=O.[K+].[K+].Cl.[NH:18]1[CH2:21][CH:20]([OH:22])[CH2:19]1. (2) Given the product [CH2:13]([O:17][C:18]1[CH:23]=[CH:22][C:21]([S:24]([Cl:4])(=[O:27])=[O:25])=[CH:20][CH:19]=1)[C:14]#[C:15][CH3:16], predict the reactants needed to synthesize it. The reactants are: C(Cl)(=O)C([Cl:4])=O.CN(C=O)C.[Na+].[CH2:13]([O:17][C:18]1[CH:23]=[CH:22][C:21]([S:24]([O-:27])(=O)=[O:25])=[CH:20][CH:19]=1)[C:14]#[C:15][CH3:16]. (3) Given the product [ClH:21].[Cl:21][C:22]1[S:30][C:29]2[CH2:28][CH2:27][N:26]([CH2:15][CH2:14][CH2:13][CH2:12][CH:6]3[C:5]4[C:9](=[CH:10][C:2]([F:1])=[CH:3][CH:4]=4)[NH:8][C:7]3=[O:11])[CH2:25][C:24]=2[CH:23]=1, predict the reactants needed to synthesize it. The reactants are: [F:1][C:2]1[CH:10]=[C:9]2[C:5]([CH:6]([CH2:12][CH2:13][CH2:14][CH2:15]OS(C)(=O)=O)[C:7](=[O:11])[NH:8]2)=[CH:4][CH:3]=1.[Cl:21][C:22]1[S:30][C:29]2[CH2:28][CH2:27][NH:26][CH2:25][C:24]=2[CH:23]=1.